From a dataset of Full USPTO retrosynthesis dataset with 1.9M reactions from patents (1976-2016). Predict the reactants needed to synthesize the given product. (1) The reactants are: [CH2:1]([C:5]1[CH:6]=[N:7][C:8]([Cl:14])=[C:9]([CH:13]=1)[C:10]([OH:12])=O)[CH2:2][CH2:3][CH3:4].Cl.[Cl:16][C:17]1[CH:18]=[C:19]([CH2:23][CH2:24][O:25][CH2:26][C:27]([NH2:29])=[NH:28])[CH:20]=[CH:21][CH:22]=1.CN(C(ON1N=NC2C=CC=CC1=2)=[N+](C)C)C.[B-](F)(F)(F)F.CCN(C(C)C)C(C)C. Given the product [CH2:1]([C:5]1[CH:6]=[N:7][C:8]([Cl:14])=[C:9]([CH:13]=1)[C:10]([NH:29][C:27](=[NH:28])[CH2:26][O:25][CH2:24][CH2:23][C:19]1[CH:20]=[CH:21][CH:22]=[C:17]([Cl:16])[CH:18]=1)=[O:12])[CH2:2][CH2:3][CH3:4], predict the reactants needed to synthesize it. (2) Given the product [C:28]1(/[CH:20]=[CH:19]/[CH:18]=[CH:22]/[C:21]([N:23]2[CH2:26][CH2:27][CH2:50][N:51]([C:11](=[O:13])/[CH:10]=[CH:9]/[CH:8]=[CH:7]/[C:1]3[CH:2]=[CH:3][CH:4]=[CH:5][CH:6]=3)[CH2:25][CH2:24]2)=[O:46])[CH:33]=[CH:32][CH:31]=[CH:30][CH:29]=1, predict the reactants needed to synthesize it. The reactants are: [C:1]1(/[CH:7]=[CH:8]/[CH:9]=[CH:10]/[C:11]([OH:13])=O)[CH:6]=[CH:5][CH:4]=[CH:3][CH:2]=1.N1[CH2:20][CH2:19][CH2:18]NCC1.[CH2:21]([N:23]([CH2:26][CH3:27])[CH2:24][CH3:25])[CH3:22].[C:28]1(P(N=[N+]=[N-])([C:28]2[CH:33]=[CH:32][CH:31]=[CH:30][CH:29]=2)=O)[CH:33]=[CH:32][CH:31]=[CH:30][CH:29]=1.C(=O)([O-])[OH:46].[Na+].[CH3:50][N:51](C)C=O.